The task is: Predict which catalyst facilitates the given reaction.. This data is from Catalyst prediction with 721,799 reactions and 888 catalyst types from USPTO. (1) Reactant: ClC(Cl)(Cl)C(Cl)(Cl)Cl.[F:9][C:10]1[CH:11]=[CH:12][C:13]([NH:16][NH:17][C:18]([C@@H:20]2[CH2:24][CH2:23][CH2:22][N:21]2[CH3:25])=O)=[N:14][CH:15]=1.C1(P(C2C=CC=CC=2)C2C=CC=CC=2)C=CC=CC=1.C(N(CC)CC)C. Product: [F:9][C:10]1[CH:11]=[CH:12][C:13]2[N:14]([C:18]([C@@H:20]3[CH2:24][CH2:23][CH2:22][N:21]3[CH3:25])=[N:17][N:16]=2)[CH:15]=1. The catalyst class is: 1. (2) Reactant: [F:1][CH:2]([F:18])[O:3][C:4]1[CH:12]=[C:11]2[C:7]([C:8](C(N=[N+]=[N-])=O)=[CH:9][NH:10]2)=[CH:6][CH:5]=1.[N-:19]=[C:20]=[O:21]. Product: [F:18][CH:2]([F:1])[O:3][C:4]1[CH:12]=[C:11]2[C:7]([C:8]([N:19]=[C:20]=[O:21])=[CH:9][NH:10]2)=[CH:6][CH:5]=1. The catalyst class is: 11. (3) Reactant: Cl.[N:2]12[CH2:9][CH2:8][CH:5]([CH2:6][CH2:7]1)[C:4](=[O:10])[CH2:3]2.C([O-])([O-])=O.[Na+].[Na+].[Si:17]([Li])([CH3:20])([CH3:19])[CH3:18].[C-:22]#[C-:23].C([O-])(O)=O.[Na+]. Product: [CH3:18][Si:17]([C:22]#[C:23][C:4]1([OH:10])[CH:5]2[CH2:8][CH2:9][N:2]([CH2:7][CH2:6]2)[CH2:3]1)([CH3:20])[CH3:19]. The catalyst class is: 20. (4) Reactant: [F:1][C:2]1[CH:3]=[C:4]([S:8]([C:11]2[CH:20]=[C:19]3[C:14]([CH:15]([CH2:21][N:22]=[C:23]=O)[CH2:16][CH2:17][O:18]3)=[CH:13][CH:12]=2)(=[O:10])=[O:9])[CH:5]=[CH:6][CH:7]=1.[H-].[H-].[H-].[H-].[Li+].[Al+3]. Product: [F:1][C:2]1[CH:3]=[C:4]([S:8]([C:11]2[CH:20]=[C:19]3[C:14]([CH:15]([CH2:21][NH:22][CH3:23])[CH2:16][CH2:17][O:18]3)=[CH:13][CH:12]=2)(=[O:10])=[O:9])[CH:5]=[CH:6][CH:7]=1. The catalyst class is: 1. (5) Reactant: [O:1]=[C:2]([NH:7][C:8]1[CH:9]=[N:10][CH:11]=[CH:12][CH:13]=1)[CH2:3][C:4]([OH:6])=O.C1C=CC2N(O)N=NC=2C=1.[F:24][C:25]1[CH:26]=[C:27]([NH2:47])[CH:28]=[CH:29][C:30]=1[O:31][C:32]1[CH:37]=[CH:36][N:35]=[C:34]2[CH:38]=[C:39]([C:41]3[N:42]([CH3:46])[CH:43]=[CH:44][N:45]=3)[S:40][C:33]=12.C(Cl)CCl.C([O-])(O)=O.[Na+]. Product: [F:24][C:25]1[CH:26]=[C:27]([NH:47][C:4](=[O:6])[CH2:3][C:2]([NH:7][C:8]2[CH:9]=[N:10][CH:11]=[CH:12][CH:13]=2)=[O:1])[CH:28]=[CH:29][C:30]=1[O:31][C:32]1[CH:37]=[CH:36][N:35]=[C:34]2[CH:38]=[C:39]([C:41]3[N:42]([CH3:46])[CH:43]=[CH:44][N:45]=3)[S:40][C:33]=12. The catalyst class is: 3. (6) Reactant: O[CH:2]1[CH2:11][CH:10]([C:12]2[CH:17]=[CH:16][CH:15]=[CH:14][CH:13]=2)[C:9]2[C:4](=[CH:5][CH:6]=[C:7]([CH2:18][OH:19])[CH:8]=2)[O:3]1.[CH:20]([NH:23][CH:24]([CH3:26])[CH3:25])([CH3:22])[CH3:21]. Product: [CH:20]([N:23]([CH:24]([CH3:26])[CH3:25])[CH2:2][CH2:11][CH:10]([C:9]1[CH:8]=[C:7]([CH2:18][OH:19])[CH:6]=[CH:5][C:4]=1[OH:3])[C:12]1[CH:17]=[CH:16][CH:15]=[CH:14][CH:13]=1)([CH3:22])[CH3:21]. The catalyst class is: 5. (7) Reactant: [CH2:1]([O:3][C:4]([C:6]1([C:9]2[CH:14]=[CH:13][C:12]([C:15]3[CH:20]=[CH:19][C:18]([C:21]4[S:22][CH:23]=[CH:24][C:25]=4[C:26](=[O:28])[NH2:27])=[CH:17][C:16]=3[N+:29]([O-:31])=[O:30])=[CH:11][CH:10]=2)[CH2:8][CH2:7]1)=[O:5])[CH3:2].[Cl:32]N1C(=O)CCC1=O.O. Product: [CH2:1]([O:3][C:4]([C:6]1([C:9]2[CH:10]=[CH:11][C:12]([C:15]3[CH:20]=[CH:19][C:18]([C:21]4[S:22][C:23]([Cl:32])=[CH:24][C:25]=4[C:26](=[O:28])[NH2:27])=[CH:17][C:16]=3[N+:29]([O-:31])=[O:30])=[CH:13][CH:14]=2)[CH2:7][CH2:8]1)=[O:5])[CH3:2]. The catalyst class is: 9.